Task: Regression. Given two drug SMILES strings and cell line genomic features, predict the synergy score measuring deviation from expected non-interaction effect.. Dataset: NCI-60 drug combinations with 297,098 pairs across 59 cell lines (1) Drug 1: C1=CC(=C2C(=C1NCCNCCO)C(=O)C3=C(C=CC(=C3C2=O)O)O)NCCNCCO. Drug 2: C(CN)CNCCSP(=O)(O)O. Cell line: IGROV1. Synergy scores: CSS=40.3, Synergy_ZIP=-4.76, Synergy_Bliss=3.29, Synergy_Loewe=-65.7, Synergy_HSA=0.482. (2) Drug 1: CCN(CC)CCNC(=O)C1=C(NC(=C1C)C=C2C3=C(C=CC(=C3)F)NC2=O)C. Drug 2: CC(C)(C#N)C1=CC(=CC(=C1)CN2C=NC=N2)C(C)(C)C#N. Cell line: COLO 205. Synergy scores: CSS=7.94, Synergy_ZIP=-0.771, Synergy_Bliss=3.97, Synergy_Loewe=1.07, Synergy_HSA=2.11. (3) Drug 1: C1=CC(=CC=C1CCC2=CNC3=C2C(=O)NC(=N3)N)C(=O)NC(CCC(=O)O)C(=O)O. Drug 2: CCC1=C2CN3C(=CC4=C(C3=O)COC(=O)C4(CC)O)C2=NC5=C1C=C(C=C5)O. Cell line: SK-MEL-5. Synergy scores: CSS=28.6, Synergy_ZIP=-3.25, Synergy_Bliss=3.09, Synergy_Loewe=-14.5, Synergy_HSA=2.89.